This data is from Full USPTO retrosynthesis dataset with 1.9M reactions from patents (1976-2016). The task is: Predict the reactants needed to synthesize the given product. The reactants are: [NH2:1][CH2:2][C:3]1[CH:4]=[C:5]([CH:10]=[CH:11][C:12]=1[O:13][CH2:14][CH2:15][N:16]1[CH2:21][CH2:20][O:19][CH2:18][CH2:17]1)[C:6]([O:8][CH3:9])=[O:7].[CH3:22][S:23](Cl)(=[O:25])=[O:24]. Given the product [CH3:22][S:23]([NH:1][CH2:2][C:3]1[CH:4]=[C:5]([CH:10]=[CH:11][C:12]=1[O:13][CH2:14][CH2:15][N:16]1[CH2:21][CH2:20][O:19][CH2:18][CH2:17]1)[C:6]([O:8][CH3:9])=[O:7])(=[O:25])=[O:24], predict the reactants needed to synthesize it.